Dataset: Forward reaction prediction with 1.9M reactions from USPTO patents (1976-2016). Task: Predict the product of the given reaction. (1) Given the reactants C[O:2][C:3]([C:5]1[N:14]=[C:13]2[N:7]([CH2:8][CH2:9][O:10][C:11]3[CH:18]=[C:17]([Br:19])[CH:16]=[CH:15][C:12]=32)[CH:6]=1)=[O:4].[OH-].[Li+].Cl, predict the reaction product. The product is: [Br:19][C:17]1[CH:16]=[CH:15][C:12]2[C:13]3[N:7]([CH2:8][CH2:9][O:10][C:11]=2[CH:18]=1)[CH:6]=[C:5]([C:3]([OH:4])=[O:2])[N:14]=3. (2) The product is: [CH3:14][C@H:15]1[CH2:20][N:19]([C:2]2[C:7]([N+:8]([O-:10])=[O:9])=[CH:6][N:5]=[C:4]3[O:11][CH2:12][CH2:13][C:3]=23)[CH2:18][C@@H:17]([NH:21][C:22](=[O:28])[O:23][C:24]([CH3:27])([CH3:26])[CH3:25])[CH2:16]1. Given the reactants I[C:2]1[C:7]([N+:8]([O-:10])=[O:9])=[CH:6][N:5]=[C:4]2[O:11][CH2:12][CH2:13][C:3]=12.[CH3:14][C@H:15]1[CH2:20][NH:19][CH2:18][C@@H:17]([NH:21][C:22](=[O:28])[O:23][C:24]([CH3:27])([CH3:26])[CH3:25])[CH2:16]1.CCN(C(C)C)C(C)C, predict the reaction product. (3) Given the reactants [NH2:1][C:2]1[CH:9]=[CH:8][C:5]([C:6]#[N:7])=[CH:4][CH:3]=1.Cl[CH2:11][C:12]([O-:14])=[O:13].[Na+], predict the reaction product. The product is: [C:6]([C:5]1[CH:8]=[CH:9][C:2]([NH:1][CH2:11][C:12]([OH:14])=[O:13])=[CH:3][CH:4]=1)#[N:7]. (4) Given the reactants FC(F)(F)C(O)=O.[Si]([O:15][CH2:16][C:17]([CH3:61])([CH3:60])[CH2:18][N:19]1[CH:28]=[C:27]([S:29]([CH:32]2[CH2:37][CH2:36][N:35](C(OC(C)(C)C)=O)[CH2:34][CH2:33]2)(=[O:31])=[O:30])[C:26]2[C:21](=[CH:22][CH:23]=[C:24]([C:45]3[CH:50]=[C:49]([C:51](=[O:56])[NH:52][CH:53]4[CH2:55][CH2:54]4)[CH:48]=[C:47]([F:57])[C:46]=3[CH3:58])[CH:25]=2)[C:20]1=[O:59])(C(C)(C)C)(C)C, predict the reaction product. The product is: [CH:53]1([NH:52][C:51](=[O:56])[C:49]2[CH:50]=[C:45]([C:24]3[CH:25]=[C:26]4[C:21](=[CH:22][CH:23]=3)[C:20](=[O:59])[N:19]([CH2:18][C:17]([CH3:61])([CH3:60])[CH2:16][OH:15])[CH:28]=[C:27]4[S:29]([CH:32]3[CH2:33][CH2:34][NH:35][CH2:36][CH2:37]3)(=[O:31])=[O:30])[C:46]([CH3:58])=[C:47]([F:57])[CH:48]=2)[CH2:54][CH2:55]1. (5) Given the reactants [CH3:1][O:2][C:3]1[CH:4]=[C:5]([C:13]2[CH:18]=[C:17]([CH3:19])[N:16]=[C:15](OS(C(F)(F)F)(=O)=O)[CH:14]=2)[CH:6]=[CH:7][C:8]=1[C:9]([F:12])([F:11])[F:10].[Cl:28][C:29]1(B(O)O)[CH:34]=[CH:33][CH:32]=[CH:31][NH:30]1, predict the reaction product. The product is: [Cl:28][C:29]1[CH:34]=[C:33]([C:15]2[CH:14]=[C:13]([C:5]3[CH:6]=[CH:7][C:8]([C:9]([F:12])([F:11])[F:10])=[C:3]([O:2][CH3:1])[CH:4]=3)[CH:18]=[C:17]([CH3:19])[N:16]=2)[CH:32]=[CH:31][N:30]=1.